From a dataset of CYP1A2 inhibition data for predicting drug metabolism from PubChem BioAssay. Regression/Classification. Given a drug SMILES string, predict its absorption, distribution, metabolism, or excretion properties. Task type varies by dataset: regression for continuous measurements (e.g., permeability, clearance, half-life) or binary classification for categorical outcomes (e.g., BBB penetration, CYP inhibition). Dataset: cyp1a2_veith. The compound is O=C(Nc1ccc(-n2nncc2-c2ccco2)cc1)c1cc2ccccc2oc1=O. The result is 0 (non-inhibitor).